Task: Predict the reactants needed to synthesize the given product.. Dataset: Retrosynthesis with 50K atom-mapped reactions and 10 reaction types from USPTO (1) Given the product C=C(C)C(=O)Nc1cccc(O)c1, predict the reactants needed to synthesize it. The reactants are: C=C(C)C(=O)OC(=O)C(=C)C.Nc1cccc(O)c1. (2) Given the product COC(=O)c1ccc(N2CCC3(CC2)CC3C(=O)N2CCN(C3CCC3)CC2)cc1, predict the reactants needed to synthesize it. The reactants are: COC(=O)c1ccc(Br)cc1.O=C(C1CC12CCNCC2)N1CCN(C2CCC2)CC1.